Dataset: Full USPTO retrosynthesis dataset with 1.9M reactions from patents (1976-2016). Task: Predict the reactants needed to synthesize the given product. (1) Given the product [CH:34]1([O:33][CH2:32][CH2:31][CH2:30][CH2:29][O:28][C:25]2[CH:26]=[CH:27][C:22]([CH2:21][CH2:20][CH2:19][O:18][C:17]3[CH:16]=[CH:15][C:9]([C:10]([O:12][CH2:13][CH3:14])=[O:11])=[CH:8][C:7]=3[CH2:6][C:5]([OH:40])=[O:4])=[CH:23][CH:24]=2)[CH2:39][CH2:38][CH2:37][CH2:36][CH2:35]1, predict the reactants needed to synthesize it. The reactants are: C([O:4][C:5](=[O:40])[CH2:6][C:7]1[CH:8]=[C:9]([CH:15]=[CH:16][C:17]=1[O:18][CH2:19][CH2:20][CH2:21][C:22]1[CH:27]=[CH:26][C:25]([O:28][CH2:29][CH2:30][CH2:31][CH2:32][O:33][CH:34]2[CH2:39][CH2:38][CH2:37][CH2:36][CH2:35]2)=[CH:24][CH:23]=1)[C:10]([O:12][CH2:13][CH3:14])=[O:11])C=C.N1CCOCC1. (2) Given the product [Br:16][C:8]1[CH:9]=[C:10]([C:12]([F:15])([F:14])[F:13])[CH:11]=[C:6]([S:5][CH2:4][CH3:20])[CH:7]=1, predict the reactants needed to synthesize it. The reactants are: C(O[C:4](=S)[S:5][C:6]1[CH:11]=[C:10]([C:12]([F:15])([F:14])[F:13])[CH:9]=[C:8]([Br:16])[CH:7]=1)C.[OH-].[K+].[CH2:20](Br)C.C([O-])([O-])=O.[K+].[K+]. (3) Given the product [CH2:1]([O:3][C:4]([C:6]1[CH:7]=[N:8][C:9]2[C:14]([C:15]=1[O:16][S:32]([C:31]([F:44])([F:43])[F:30])(=[O:34])=[O:33])=[CH:13][CH:12]=[C:11]([C:17]([F:20])([F:18])[F:19])[CH:10]=2)=[O:5])[CH3:2], predict the reactants needed to synthesize it. The reactants are: [CH2:1]([O:3][C:4]([C:6]1[CH:7]=[N:8][C:9]2[C:14]([C:15]=1[OH:16])=[CH:13][CH:12]=[C:11]([C:17]([F:20])([F:19])[F:18])[CH:10]=2)=[O:5])[CH3:2].ClCCl.N1C=CC=CC=1.[F:30][C:31]([F:44])([F:43])[S:32](O[S:32]([C:31]([F:44])([F:43])[F:30])(=[O:34])=[O:33])(=[O:34])=[O:33]. (4) Given the product [Br:11][C:12]1[CH:17]=[CH:16][C:15]([N:6]2[CH:5]=[C:4]([CH2:3][C:2]([CH3:9])([OH:10])[CH3:1])[CH:8]=[N:7]2)=[CH:14][CH:13]=1, predict the reactants needed to synthesize it. The reactants are: [CH3:1][C:2]([OH:10])([CH3:9])[CH2:3][C:4]1[CH:5]=[N:6][NH:7][CH:8]=1.[Br:11][C:12]1[CH:17]=[CH:16][C:15](B(O)O)=[CH:14][CH:13]=1.N1C=CC=CC=1. (5) Given the product [CH3:1][O:2][C:3]([C:5]1[C:10]([O:11][CH2:12][C:13]2[CH:18]=[CH:17][CH:16]=[CH:15][CH:14]=2)=[C:9]([NH:19][C:20](=[O:22])[CH3:21])[CH:8]=[C:7]([C:29]2[O:30][CH:31]=[CH:32][CH:33]=2)[N:6]=1)=[O:4], predict the reactants needed to synthesize it. The reactants are: [CH3:1][O:2][C:3]([C:5]1[C:10]([O:11][CH2:12][C:13]2[CH:18]=[CH:17][CH:16]=[CH:15][CH:14]=2)=[C:9]([NH:19][C:20](=[O:22])[CH3:21])[CH:8]=[C:7](Br)[N:6]=1)=[O:4].C([Sn](CCCC)(CCCC)[C:29]1[O:30][CH:31]=[CH:32][CH:33]=1)CCC. (6) The reactants are: ClC[C:3](Cl)=[O:4].[CH3:6][O:7][C:8]1[CH:9]=[C:10]([NH:14][C:15](=[O:17])[CH3:16])[CH:11]=[CH:12][CH:13]=1.[Cl-].[Al+3].[Cl-].[Cl-].C([O-])(=O)C.[Na+]. Given the product [O:4]=[C:3]1[C:13]2[CH:12]=[CH:11][C:10]([NH:14][C:15](=[O:17])[CH3:16])=[CH:9][C:8]=2[O:7][CH2:6]1, predict the reactants needed to synthesize it. (7) Given the product [Cl:21][C:22]1[C:27]([Cl:28])=[CH:26][CH:25]=[CH:24][C:23]=1[CH2:29][N:6]1[C:5]2[CH:7]=[C:8]([O:12][CH2:13][CH2:14][CH2:15][C:16]([O:18][CH2:19][CH3:20])=[O:17])[CH:9]=[C:10]([CH3:11])[C:4]=2[N:3]=[C:2]1[CH3:1], predict the reactants needed to synthesize it. The reactants are: [CH3:1][C:2]1[NH:6][C:5]2[CH:7]=[C:8]([O:12][CH2:13][CH2:14][CH2:15][C:16]([O:18][CH2:19][CH3:20])=[O:17])[CH:9]=[C:10]([CH3:11])[C:4]=2[N:3]=1.[Cl:21][C:22]1[C:27]([Cl:28])=[CH:26][CH:25]=[CH:24][C:23]=1[CH2:29]Cl. (8) The reactants are: [C:1]([OH:8])(=[O:7])/[CH:2]=[CH:3]/[C:4]([OH:6])=[O:5].[CH:18]1(N=C=N[CH:18]2[CH2:23][CH2:22][CH2:21][CH2:20][CH2:19]2)[CH2:23][CH2:22][CH2:21][CH2:20][CH2:19]1.O1CC[CH2:26][CH2:25]1. Given the product [C:1]1(=[O:8])[O:7][CH2:18][CH2:23][CH2:22][CH2:21][CH2:20][CH2:19][CH2:26][CH2:25][O:6][C:4](=[O:5])[CH:3]=[CH:2]1, predict the reactants needed to synthesize it. (9) Given the product [F:8][C:3]1[C:2]([C:11]2[CH2:12][CH2:13][CH2:14][C:9](=[O:15])[CH:10]=2)=[CH:7][CH:6]=[CH:5][N:4]=1, predict the reactants needed to synthesize it. The reactants are: Br[C:2]1[C:3]([F:8])=[N:4][CH:5]=[CH:6][CH:7]=1.[C:9]1(=[O:15])[CH2:14][CH2:13][CH2:12][CH:11]=[CH:10]1.C1(CNCC2CCCCC2)CCCCC1.